From a dataset of Full USPTO retrosynthesis dataset with 1.9M reactions from patents (1976-2016). Predict the reactants needed to synthesize the given product. Given the product [CH:2]([C:3]1[N:7]([CH2:8][CH2:9][NH:10][C:11](=[O:17])[O:12][C:13]([CH3:16])([CH3:15])[CH3:14])[N:6]=[C:5]([C:18]2[CH:19]=[CH:20][CH:21]=[CH:22][CH:23]=2)[CH:4]=1)=[O:1], predict the reactants needed to synthesize it. The reactants are: [OH:1][CH2:2][C:3]1[N:7]([CH2:8][CH2:9][NH:10][C:11](=[O:17])[O:12][C:13]([CH3:16])([CH3:15])[CH3:14])[N:6]=[C:5]([C:18]2[CH:23]=[CH:22][CH:21]=[CH:20][CH:19]=2)[CH:4]=1.